This data is from Experimentally validated miRNA-target interactions with 360,000+ pairs, plus equal number of negative samples. The task is: Binary Classification. Given a miRNA mature sequence and a target amino acid sequence, predict their likelihood of interaction. (1) Result: 0 (no interaction). The protein sequence of the target gene is MAASVVCRAATAGAQVLLRARRSPALLRTPALRSTATFAQALQFVPETQVSLLDNGLRVASEQSSQPTCTVGVWIDVGSRFETEKNNGAGYFLEHLAFKGTKNRPGSALEKEVESMGAHLNAYSTREHTAYYIKALSKDLPKAVELLGDIVQNCSLEDSQIEKERDVILREMQENDASMRDVVFNYLHATAFQGTPLAQAVEGPSENVRKLSRADLTEYLSTHYKAPRMVLAAAGGVEHQQLLDLAQKHLGGIPWTYAEDAVPTLTPCRFTGSEIRHRDDALPFAHVAIAVEGPGWASPD.... The miRNA is hsa-miR-133b with sequence UUUGGUCCCCUUCAACCAGCUA. (2) The miRNA is hsa-miR-3617-5p with sequence AAAGACAUAGUUGCAAGAUGGG. The protein sequence of the target gene is MPYSVGFREADAATSFLRAARSGNLDKALDHLRNGVDINTCNQNGLNGLHLASKEGHVKMVVELLHKEIILETTTKKGNTALHIAALAGQDEVVRELVNYGANVNAQSQKGFTPLYMAAQENHLEVVKFLLENGANQNVATEDGFTPLAVALQQGHENVVAHLINYGTKGKVRLPALHIAARNDDTRTAAVLLQNDPNPDVLSKTGFTPLHIAAHYENLNVAQLLLNRGASVNFTPQNGITPLHIASRRGNVIMVRLLLDRGAQIETKTKDELTPLHCAARNGHVRISEILLDHGAPIQA.... Result: 1 (interaction). (3) The miRNA is hsa-miR-6750-3p with sequence GAACUCACCCUCUGCUCCCAG. The protein sequence of the target gene is MADEALFLLLHNEMVSGVYKSAEQGEVENGRCITKLENMGFRVGQGLIERFTKDTARFKDELDIMKFICKDFWTTVFKKQIDNLRTNHQGIYVLQDNKFRLLTQMSAGKQYLEHASKYLAFTCGLIRGGLSNLGIKSIVTAEVSSMPACKFQVMIQKL. Result: 0 (no interaction). (4) The miRNA is hsa-miR-6832-3p with sequence ACCCUUUUUCUCUUUCCCAG. The protein sequence of the target gene is MPGGAGAARLCLLAFALQPLRPRAAREPGWTRGSEEGSPKLQHELIIPQWKTSESPVREKHPLKAELRVMAEGRELILDLEKNEQLFAPSYTETHYTSSGNPQTTTRKLEDHCFYHGTVRETELSSVTLSTCRGIRGLITVSSNLSYVIEPLPDSKGQHLIYRSEHLKPPPGNCGFEHSKPTTRDWALQFTQQTKKRPRRMKREDLNSMKYVELYLVADYLEFQKNRRDQDATKHKLIEIANYVDKFYRSLNIRIALVGLEVWTHGNMCEVSENPYSTLWSFLSWRRKLLAQKYHDNAQL.... Result: 1 (interaction). (5) The miRNA is hsa-miR-4773 with sequence CAGAACAGGAGCAUAGAAAGGC. The protein sequence of the target gene is MSRQANRGTESKKMSSELFTLTYGALVTQLCKDYENDEDVNKQLDKMGFNIGVRLIEDFLARSNVGRCHDFRETADVIAKVAFKMYLGITPSITNWSPAGDEFSLILENNPLVDFVELPDNHSSLIYSNLLCGVLRGALEMVQMAVEAKFVQDTLKGDGVTEIRMRFIRRIEDNLPAGEE. Result: 0 (no interaction). (6) The miRNA is hsa-miR-4728-5p with sequence UGGGAGGGGAGAGGCAGCAAGCA. The protein sequence of the target gene is MSSARFDSSDRSAWYMGPVSRQEAQTRLQGQRHGMFLVRDSSTCPGDYVLSVSENSRVSHYIINSLPNRRFKIGDQEFDHLPALLEFYKIHYLDTTTLIEPAPRYPSPPMGSVSAPNLPTAEDNLEYVRTLYDFPGNDAEDLPFKKGEILVIIEKPEEQWWSARNKDGRVGMIPVPYVEKLVRSSPHGKHGNRNSNSYGIPEPAHAYAQPQTTTPLPAVSGSPGAAITPLPSTQNGPVFAKAIQKRVPCAYDKTALALEVGDIVKVTRMNINGQWEGEVNGRKGLFPFTHVKIFDPQNPD.... Result: 1 (interaction). (7) The miRNA is mmu-miR-471-5p with sequence UACGUAGUAUAGUGCUUUUCAC. The protein sequence of the target gene is MAASVLNTVLRRLPMLSLFRGSHRVQVPLQTLCTKAPSEEDSLSSVPISPYKDEPWKYLESEEYQERYGSRPVWADYRRNHKGGVPPQRTRKTCIRRNKVVGNPCPICRDHKLHVDFRNVKLLEQFVCAHTGIIFYAPYTGVCVKQHKRLTQAIQKARDHGLLIYHIPQVEPRDLDFSTSHGAVSATPPAPTLVSGDPWYPWYNWKQPPERELSRLRRLYQGHLQEESGPPPESMPKMPPRTPAEASSTGQTGPQSAL. Result: 0 (no interaction). (8) The miRNA is hsa-miR-4328 with sequence CCAGUUUUCCCAGGAUU. The protein sequence of the target gene is METSAAAASAGGFFPSFLLLAFGTLVAAVLGVAHRLGLFYQLMHKVDKTSIRHGGESVAAVLRAHGVRFVFTLVGGHISPLLVACEKLGIRVVDTRHEVTAVFAADAVARLTGTVGVAAVTAGPGLTNTVTAVKNAQVAQSPVLLLGGAASTLLQKRGALQAIDQMSLFRPLCKFCASVRRVRDIVPTLRTAIAAAQSGTPGPVFVELPLDVLYPYFMVEKEMIPTKLPNSLMGRVVVWYLQNCLANLFVGAWEPRPEGPLPLDIPQASPQQVQRCVEILSRAKRPLLVLGSQALLPPTP.... Result: 0 (no interaction).